Dataset: Forward reaction prediction with 1.9M reactions from USPTO patents (1976-2016). Task: Predict the product of the given reaction. (1) The product is: [CH:24]([O:23][C:21]([C:19]1[N:18]([CH:2]2[C:3]3[C:8](=[CH:7][C:6]([NH:12][C:13](=[O:15])[CH3:14])=[CH:5][CH:4]=3)[CH2:9][CH2:10][CH2:11]2)[CH:17]=[N:16][CH:20]=1)=[O:22])([CH3:26])[CH3:25]. Given the reactants O[CH:2]1[CH2:11][CH2:10][CH2:9][C:8]2[CH:7]=[C:6]([NH:12][C:13](=[O:15])[CH3:14])[CH:5]=[CH:4][C:3]1=2.[NH:16]1[CH:20]=[C:19]([C:21]([O:23][CH:24]([CH3:26])[CH3:25])=[O:22])[N:18]=[CH:17]1.C1(P(C2C=CC=CC=2)C2C=CC=CC=2)C=CC=CC=1.N(C(OC)=O)=NC(OC)=O, predict the reaction product. (2) Given the reactants [CH3:1][C:2]1[N:3]([C:8]2[C:9]([C:20]([OH:22])=[O:21])=[N:10][C:11]([O:18][CH3:19])=[C:12]([C:14]([F:17])([F:16])[F:15])[CH:13]=2)[C:4]([CH3:7])=[CH:5][CH:6]=1.OS(O)(=O)=O.[CH3:28]O, predict the reaction product. The product is: [CH3:7][C:4]1[N:3]([C:8]2[C:9]([C:20]([O:22][CH3:28])=[O:21])=[N:10][C:11]([O:18][CH3:19])=[C:12]([C:14]([F:15])([F:16])[F:17])[CH:13]=2)[C:2]([CH3:1])=[CH:6][CH:5]=1. (3) Given the reactants [Cl:1][C:2]1[CH:3]=[C:4]([CH:17]=[CH:18][C:19]=1[O:20][CH3:21])[C:5]([NH:7][C:8]([CH3:16])([C:10]1[CH:15]=[CH:14][CH:13]=[CH:12][CH:11]=1)[CH3:9])=[O:6].CN(CCN(C)C)C.CN([CH:33]=[O:34])C, predict the reaction product. The product is: [Cl:1][C:2]1[C:19]([O:20][CH3:21])=[CH:18][CH:17]=[C:4]2[C:3]=1[CH:33]([OH:34])[N:7]([C:8]([CH3:16])([C:10]1[CH:15]=[CH:14][CH:13]=[CH:12][CH:11]=1)[CH3:9])[C:5]2=[O:6]. (4) Given the reactants [C:1]([O:5][C:6]([N:8]1[CH2:15][CH2:14][N:13]([C:16]2[N:17]=[C:18]([C:26]3[C:27](=[O:42])[NH:28][C:29](=[O:41])[C:30]=3[C:31]3[C:39]4[C:34](=[C:35]([CH3:40])[CH:36]=[CH:37][CH:38]=4)[NH:33][CH:32]=3)[C:19]3[C:24]([CH:25]=2)=[CH:23][CH:22]=[CH:21][CH:20]=3)[CH2:12][C:9]21[CH2:11][CH2:10]2)=[O:7])([CH3:4])([CH3:3])[CH3:2].[CH2:43]=[O:44], predict the reaction product. The product is: [C:1]([O:5][C:6]([N:8]1[CH2:15][CH2:14][N:13]([C:16]2[N:17]=[C:18]([C:26]3[C:27](=[O:42])[N:28]([CH2:43][OH:44])[C:29](=[O:41])[C:30]=3[C:31]3[C:39]4[C:34](=[C:35]([CH3:40])[CH:36]=[CH:37][CH:38]=4)[NH:33][CH:32]=3)[C:19]3[C:24]([CH:25]=2)=[CH:23][CH:22]=[CH:21][CH:20]=3)[CH2:12][C:9]21[CH2:11][CH2:10]2)=[O:7])([CH3:4])([CH3:2])[CH3:3]. (5) Given the reactants [C:1]([OH:8])(=[O:7])[CH2:2][CH2:3][C:4]([CH3:6])=O.Cl.[Cl:10][C:11]1[CH:12]=[C:13]([CH:26]=[CH:27][C:28]=1[Cl:29])[C:14]([N:16]([C:18]1[CH:23]=[CH:22][C:21]([O:24][CH3:25])=[CH:20][CH:19]=1)N)=[O:15], predict the reaction product. The product is: [Cl:10][C:11]1[CH:12]=[C:13]([CH:26]=[CH:27][C:28]=1[Cl:29])[C:14]([N:16]1[C:18]2[C:19](=[CH:20][C:21]([O:24][CH3:25])=[CH:22][CH:23]=2)[C:3]([CH2:2][C:1]([OH:8])=[O:7])=[C:4]1[CH3:6])=[O:15].